From a dataset of Full USPTO retrosynthesis dataset with 1.9M reactions from patents (1976-2016). Predict the reactants needed to synthesize the given product. (1) Given the product [C:20]([C:22]1[CH:23]=[C:24]([CH:28]=[C:29]([C:31]2[N:35]=[C:34]([C:36]([F:38])([F:39])[F:37])[O:33][N:32]=2)[CH:30]=1)[C:25]([NH:19][CH2:18][C:12]1([C:9]2[S:10][CH:11]=[C:7]([C:1]3[CH:2]=[CH:3][CH:4]=[CH:5][CH:6]=3)[N:8]=2)[CH2:13][CH2:14][O:15][CH2:16][CH2:17]1)=[O:26])#[N:21], predict the reactants needed to synthesize it. The reactants are: [C:1]1([C:7]2[N:8]=[C:9]([C:12]3([CH2:18][NH2:19])[CH2:17][CH2:16][O:15][CH2:14][CH2:13]3)[S:10][CH:11]=2)[CH:6]=[CH:5][CH:4]=[CH:3][CH:2]=1.[C:20]([C:22]1[CH:23]=[C:24]([CH:28]=[C:29]([C:31]2[N:35]=[C:34]([C:36]([F:39])([F:38])[F:37])[O:33][N:32]=2)[CH:30]=1)[C:25](O)=[O:26])#[N:21]. (2) Given the product [Cl:1][C:2]1[N:10]=[C:9]2[C:5]([NH:6][CH:7]=[N:8]2)=[C:4]([NH:19][CH2:12][C:13]2[CH:18]=[CH:17][CH:16]=[CH:15][CH:14]=2)[N:3]=1, predict the reactants needed to synthesize it. The reactants are: [Cl:1][C:2]1[N:10]=[C:9]2[C:5]([NH:6][CH:7]=[N:8]2)=[C:4](Cl)[N:3]=1.[CH2:12]([NH2:19])[C:13]1[CH:18]=[CH:17][CH:16]=[CH:15][CH:14]=1. (3) Given the product [NH2:1][S:2]([N:5]([CH2:13][C@@H:14]1[CH2:18][C@@H:17]([O:19][C:20]2[CH:25]=[C:24]([NH:26][C@@H:27]3[C:35]4[C:30](=[CH:31][CH:32]=[CH:33][CH:34]=4)[CH2:29][C@@H:28]3[O:36][CH3:37])[N:23]=[CH:22][N:21]=2)[CH2:16][C@@H:15]1[OH:38])[C:6](=[O:12])[O:7][C:8]([CH3:10])([CH3:11])[CH3:9])(=[O:3])=[O:4], predict the reactants needed to synthesize it. The reactants are: [NH2:1][S:2]([N:5]([CH2:13][C@@H:14]1[CH2:18][C@@H:17]([O:19][C:20]2[CH:25]=[C:24]([NH:26][C@@H:27]3[C:35]4[C:30](=[CH:31][CH:32]=[CH:33][CH:34]=4)[CH2:29][C@@H:28]3[O:36][CH3:37])[N:23]=[CH:22][N:21]=2)[CH2:16][C@@H:15]1[O:38][Si](C(C)(C)C)(C)C)[C:6](=[O:12])[O:7][C:8]([CH3:11])([CH3:10])[CH3:9])(=[O:4])=[O:3].C1COCC1.F.N1C=CC=CC=1. (4) Given the product [C:1]([O:4][CH:5]1[C:6]([OH:39])([CH3:38])[CH2:7][CH2:8][CH:9]([O:37][Si:48]([CH2:45][CH3:46])([CH2:51][CH3:52])[CH2:49][CH3:50])[CH2:10][C:11]([O:13][CH:14](/[C:19](/[CH3:36])=[CH:20]/[CH:21]=[CH:22]/[C:23]([OH:35])([CH3:34])[CH2:24][CH:25]2[O:33][CH:26]2[CH:27]([CH3:32])[CH:28]([O:31][Si:48]([CH2:53][CH3:54])([CH2:51][CH3:52])[CH2:49][CH3:50])[CH2:29][CH3:30])[CH:15]([CH3:18])[CH:16]=[CH:17]1)=[O:12])(=[O:3])[CH3:2], predict the reactants needed to synthesize it. The reactants are: [C:1]([O:4][CH:5]1[C:6]([OH:39])([CH3:38])[CH2:7][CH2:8][CH:9]([OH:37])[CH2:10][C:11]([O:13][CH:14](/[C:19](/[CH3:36])=[CH:20]/[CH:21]=[CH:22]/[C:23]([OH:35])([CH3:34])[CH2:24][CH:25]2[O:33][CH:26]2[CH:27]([CH3:32])[CH:28]([OH:31])[CH2:29][CH3:30])[CH:15]([CH3:18])[CH:16]=[CH:17]1)=[O:12])(=[O:3])[CH3:2].C(N([CH2:45][CH3:46])CC)C.Cl[Si:48]([CH2:53][CH3:54])([CH2:51][CH3:52])[CH2:49][CH3:50]. (5) Given the product [OH:15][NH:14][C:3](=[O:2])[CH2:4][CH2:5][C:6]1[C:7](=[O:12])[N:8]([CH3:11])[CH2:9][CH:10]=1, predict the reactants needed to synthesize it. The reactants are: C[O:2][C:3](=O)[CH2:4][CH2:5][C:6]1[C:7](=[O:12])[N:8]([CH3:11])[CH2:9][CH:10]=1.[NH2:14][O:15][K].C(O)(=O)C. (6) Given the product [ClH:1].[C:2]([N:5]1[CH:13]=[C:12]2[C:7](=[CH:8][NH:9][C:10]3([CH2:18][CH:17]4[NH:16][CH:15]([C:31](=[O:30])[CH2:32]4)[CH2:14]3)[CH2:11]2)[NH:6]1)([CH3:39])([CH3:4])[CH3:3], predict the reactants needed to synthesize it. The reactants are: [ClH:1].[CH:2]([N:5]1[CH:13]=[C:12]2[C:7]([C:8](=O)[NH:9][C:10]3([CH2:18][CH2:17][NH:16][CH2:15][CH2:14]3)[CH2:11]2)=[N:6]1)([CH3:4])[CH3:3].[C@@H]12N(C([O:30][C:31](C)(C)[CH3:32])=O)[C@@H](CC1)CC(C(OC)=O)C2.[C:39](N1C=C(CI)C(I)=N1)(C)(C)C.